Dataset: Full USPTO retrosynthesis dataset with 1.9M reactions from patents (1976-2016). Task: Predict the reactants needed to synthesize the given product. (1) Given the product [CH2:17]([C:19]1[CH:24]=[C:23]([CH3:25])[CH:22]=[C:21]([CH2:26][CH3:27])[C:20]=1[C:28]1[C:29](=[O:40])[N:30]([CH3:39])[N:31]=[C:32]([CH3:38])[C:33]=1[O:7][C:1]1[CH:6]=[CH:5][CH:4]=[CH:3][CH:2]=1)[CH3:18], predict the reactants needed to synthesize it. The reactants are: [C:1]1([OH:7])[CH:6]=[CH:5][CH:4]=[CH:3][CH:2]=1.C1(C)C=CC=CC=1.[H-].[Na+].[CH2:17]([C:19]1[CH:24]=[C:23]([CH3:25])[CH:22]=[C:21]([CH2:26][CH3:27])[C:20]=1[C:28]1[C:29](=[O:40])[N:30]([CH3:39])[N:31]=[C:32]([CH3:38])[C:33]=1S(C)(=O)=O)[CH3:18]. (2) Given the product [NH2:1][C:3]1([C:13]#[N:14])[CH2:8][C:7]([CH3:10])([CH3:9])[NH:6][C:5]([CH3:12])([CH3:11])[CH2:4]1, predict the reactants needed to synthesize it. The reactants are: [NH3:1].O[C:3]1([C:13]#[N:14])[CH2:8][C:7]([CH3:10])([CH3:9])[NH:6][C:5]([CH3:12])([CH3:11])[CH2:4]1. (3) Given the product [S:11]([O:4][CH:5]1[CH2:10][CH2:9][O:8][C:6]1=[O:7])([C:14]1[CH:20]=[CH:19][C:17]([CH3:18])=[CH:16][CH:15]=1)(=[O:13])=[O:12], predict the reactants needed to synthesize it. The reactants are: C([O:4][CH:5]1[CH2:10][CH2:9][O:8][C:6]1=[O:7])(=O)C.[S:11](Cl)([C:14]1[CH:20]=[CH:19][C:17]([CH3:18])=[CH:16][CH:15]=1)(=[O:13])=[O:12]. (4) Given the product [CH3:21][C:12]([CH:11]1[C:5]2[C:6](=[N:7][C:2]([N:38]3[CH2:43][CH2:42][O:41][CH2:40][CH2:39]3)=[CH:3][CH:4]=2)[O:8][C:9]2[N:26]=[C:25]([C:27]3[CH:28]=[CH:29][C:30]([C:31]([N:33]([CH3:34])[CH3:35])=[O:32])=[CH:36][CH:37]=3)[CH:24]=[CH:23][C:10]1=2)([CH3:22])[C:13](=[O:20])[NH:14][C:15]1[S:16][CH:17]=[N:18][N:19]=1, predict the reactants needed to synthesize it. The reactants are: Cl[C:2]1[N:7]=[C:6]2[O:8][C:9]3[N:26]=[C:25]([C:27]4[CH:37]=[CH:36][C:30]([C:31]([N:33]([CH3:35])[CH3:34])=[O:32])=[CH:29][CH:28]=4)[CH:24]=[CH:23][C:10]=3[CH:11]([C:12]([CH3:22])([CH3:21])[C:13](=[O:20])[NH:14][C:15]3[S:16][CH:17]=[N:18][N:19]=3)[C:5]2=[CH:4][CH:3]=1.[NH:38]1[CH2:43][CH2:42][O:41][CH2:40][CH2:39]1. (5) Given the product [C:1]([O:5][C:6](=[O:7])[NH:8][C:9]([CH3:15])([CH3:14])[CH2:10][C:11]([N:58]1[CH2:59][CH:56]([O:55][C:54]2[CH:53]=[CH:52][C:51]([Cl:50])=[CH:61][CH:60]=2)[CH2:57]1)=[O:13])([CH3:2])([CH3:3])[CH3:4], predict the reactants needed to synthesize it. The reactants are: [C:1]([O:5][C:6]([NH:8][C:9]([CH3:15])([CH3:14])[CH2:10][C:11]([OH:13])=O)=[O:7])([CH3:4])([CH3:3])[CH3:2].C(N(C(C)C)CC)(C)C.F[P-](F)(F)(F)(F)F.CN(C(=[N+](C)C)ON1C2=NC=CC=C2N=N1)C.Cl.[Cl:50][C:51]1[CH:61]=[CH:60][C:54]([O:55][CH:56]2[CH2:59][NH:58][CH2:57]2)=[CH:53][CH:52]=1. (6) Given the product [CH3:1][N:2]1[C:11]2[C:6](=[CH:7][C:8]([O:12][C:22](=[O:23])[NH:21][CH2:15][CH2:16][CH2:17][CH2:18][CH2:19][CH3:20])=[CH:9][CH:10]=2)[CH2:5][CH2:4][CH2:3]1, predict the reactants needed to synthesize it. The reactants are: [CH3:1][N:2]1[C:11]2[C:6](=[CH:7][C:8]([OH:12])=[CH:9][CH:10]=2)[CH2:5][CH2:4][CH2:3]1.[H-].[Na+].[CH2:15]([N:21]=[C:22]=[O:23])[CH2:16][CH2:17][CH2:18][CH2:19][CH3:20]. (7) Given the product [CH:30]1[C:29]2[C:28]3([N:35]=[C:34]([NH2:3])[CH2:33][O:32][CH2:31]3)[C:27]3[C:22](=[CH:23][CH:24]=[CH:25][CH:26]=3)[O:21][C:20]=2[CH:19]=[CH:18][CH:17]=1, predict the reactants needed to synthesize it. The reactants are: FC1C(B(O)O)=CC=C[N:3]=1.FC(F)(F)S(O[C:17]1[CH:30]=[C:29]2[C:20]([O:21][C:22]3[CH:23]=[CH:24][CH:25]=[CH:26][C:27]=3[C:28]32[N:35]=[CH:34][CH2:33][O:32][CH2:31]3)=[CH:19][CH:18]=1)(=O)=O.C(=O)([O-])[O-].[Na+].[Na+].C(O)(C(F)(F)F)=O. (8) Given the product [NH2:21][C:16]1[C:15]([F:24])=[C:14]([C:19]([F:20])=[CH:18][CH:17]=1)[C:13]([C:12]1[C:3]2[C:4](=[N:5][CH:6]=[C:7]([C:8]#[N:9])[C:2]=2[Cl:1])[NH:10][CH:11]=1)=[O:25], predict the reactants needed to synthesize it. The reactants are: [Cl:1][C:2]1[C:7]([C:8]#[N:9])=[CH:6][N:5]=[C:4]2[NH:10][CH:11]=[C:12]([C:13](=[O:25])[C:14]3[C:19]([F:20])=[CH:18][CH:17]=[C:16]([N+:21]([O-])=O)[C:15]=3[F:24])[C:3]=12.[Sn](Cl)Cl.O.C(=O)(O)[O-].[Na+]. (9) The reactants are: [CH3:1][O:2][C:3]1[CH:42]=[C:41]([O:43][CH3:44])[CH:40]=[CH:39][C:4]=1[CH2:5][NH:6][CH:7]([CH2:21][CH2:22][CH2:23][C:24]1[CH:29]=[CH:28][C:27]([O:30][CH2:31][C@@H:32]2[CH2:36][O:35]C(C)(C)[O:33]2)=[CH:26][CH:25]=1)[CH2:8][NH:9][C:10]([C:12]1[C:17]([NH2:18])=[N:16][C:15]([NH2:19])=[C:14]([Cl:20])[N:13]=1)=[O:11].C(O)(C(F)(F)F)=O. Given the product [OH:33][C@@H:32]([CH2:36][OH:35])[CH2:31][O:30][C:27]1[CH:26]=[CH:25][C:24]([CH2:23][CH2:22][CH2:21][CH:7]([NH:6][CH2:5][C:4]2[CH:39]=[CH:40][C:41]([O:43][CH3:44])=[CH:42][C:3]=2[O:2][CH3:1])[CH2:8][NH:9][C:10]([C:12]2[C:17]([NH2:18])=[N:16][C:15]([NH2:19])=[C:14]([Cl:20])[N:13]=2)=[O:11])=[CH:29][CH:28]=1, predict the reactants needed to synthesize it. (10) Given the product [CH3:1][C:2]1([CH3:14])[C:11]([C:12]([OH:19])=[O:15])=[CH:10][C:9]2[C:4](=[CH:5][CH:6]=[CH:7][CH:8]=2)[S:3]1, predict the reactants needed to synthesize it. The reactants are: [CH3:1][C:2]1([CH3:14])[C:11]([C:12]#N)=[CH:10][C:9]2[C:4](=[CH:5][CH:6]=[CH:7][CH:8]=2)[S:3]1.[OH-:15].[K+].Cl.C[OH:19].